This data is from Ames mutagenicity test results for genotoxicity prediction. The task is: Regression/Classification. Given a drug SMILES string, predict its toxicity properties. Task type varies by dataset: regression for continuous values (e.g., LD50, hERG inhibition percentage) or binary classification for toxic/non-toxic outcomes (e.g., AMES mutagenicity, cardiotoxicity, hepatotoxicity). Dataset: ames. (1) The compound is Cc1ccccc1N=Nc1c(O)ccc2ccccc12. The result is 1 (mutagenic). (2) The drug is c1ccc2c(c1)ccc1cc3ccc4ccncc4c3cc12. The result is 1 (mutagenic).